Dataset: Reaction yield outcomes from USPTO patents with 853,638 reactions. Task: Predict the reaction yield, written as a fraction of the theoretical maximum amount of product (1.0 means a 100% yield; for example, 0.34 means a 34% yield). (1) The reactants are [Cl:1][C:2]1[CH:11]=[CH:10][C:9]2[CH2:8][N:7](C(OC(C)(C)C)=O)[CH2:6][CH2:5][C:4]=2[N:3]=1.[F:19][C:20]([F:31])([F:30])[C:21]1[CH:26]=[CH:25][C:24](B(O)O)=[CH:23][CH:22]=1. No catalyst specified. The product is [ClH:1].[ClH:1].[F:19][C:20]([F:31])([F:30])[C:21]1[CH:26]=[CH:25][C:24]([C:2]2[CH:11]=[CH:10][C:9]3[CH2:8][NH:7][CH2:6][CH2:5][C:4]=3[N:3]=2)=[CH:23][CH:22]=1. The yield is 0.870. (2) The reactants are [Cl:1][C:2]1[CH:7]=[C:6]([Cl:8])[CH:5]=[CH:4][C:3]=1[C:9]1[CH:10]=[C:11]2[C@@H:21]3[CH2:22][N:23](C(OC(C)(C)C)=O)[CH2:24][CH2:25][C@@H:20]3[N:13]3[CH2:14][CH2:15][N:16]([CH3:19])[C:17]([CH:18]=1)=[C:12]23.[OH-].[Na+]. No catalyst specified. The product is [Cl:1][C:2]1[CH:7]=[C:6]([Cl:8])[CH:5]=[CH:4][C:3]=1[C:9]1[CH:10]=[C:11]2[C@@H:21]3[CH2:22][NH:23][CH2:24][CH2:25][C@@H:20]3[N:13]3[CH2:14][CH2:15][N:16]([CH3:19])[C:17]([CH:18]=1)=[C:12]23. The yield is 0.800. (3) The reactants are [O:1]1[C:13]2[C:12]3[CH:11]=[CH:10][CH:9]=[N:8][C:7]=3[NH:6][C:5](=[O:14])[C:4]=2[CH:3]=[CH:2]1.C1C(=O)N([Br:22])C(=O)C1.CN(C=O)C. The catalyst is O. The product is [Br:22][C:2]1[O:1][C:13]2[C:12]3[CH:11]=[CH:10][CH:9]=[N:8][C:7]=3[NH:6][C:5](=[O:14])[C:4]=2[CH:3]=1. The yield is 0.770.